Task: Predict the product of the given reaction.. Dataset: Forward reaction prediction with 1.9M reactions from USPTO patents (1976-2016) (1) The product is: [CH:3]([S:6]([N:9]1[C:13]2[CH:14]=[C:15]([C:18]3[N:22]([CH:23]4[CH2:28][CH2:27][N:26]([CH3:36])[CH2:25][CH2:24]4)[CH:21]=[N:20][C:19]=3[C:29]3[CH:34]=[CH:33][CH:32]=[CH:31][CH:30]=3)[CH:16]=[CH:17][C:12]=2[N:11]=[C:10]1[NH2:35])(=[O:7])=[O:8])([CH3:5])[CH3:4]. Given the reactants C=O.[CH:3]([S:6]([N:9]1[C:13]2[CH:14]=[C:15]([C:18]3[N:22]([CH:23]4[CH2:28][CH2:27][NH:26][CH2:25][CH2:24]4)[CH:21]=[N:20][C:19]=3[C:29]3[CH:34]=[CH:33][CH:32]=[CH:31][CH:30]=3)[CH:16]=[CH:17][C:12]=2[N:11]=[C:10]1[NH2:35])(=[O:8])=[O:7])([CH3:5])[CH3:4].[C:36](O)(=O)C.C([BH3-])#N.[Na+], predict the reaction product. (2) Given the reactants [CH2:1]([NH:8][C:9]([C:11]1[S:15][C:14]([C:16]2[CH:21]=[N:20][CH:19]=[C:18](I)[N:17]=2)=[N:13][C:12]=1[CH3:23])=[O:10])[C:2]1[CH:7]=[CH:6][CH:5]=[CH:4][CH:3]=1.C([O-])([O-])=O.[Na+].[Na+].[F:30][C:31]([F:44])([F:43])[C:32]1[CH:37]=[CH:36][C:35](/[CH:38]=[CH:39]/B(O)O)=[CH:34][CH:33]=1.O, predict the reaction product. The product is: [CH2:1]([NH:8][C:9]([C:11]1[S:15][C:14]([C:16]2[CH:21]=[N:20][CH:19]=[C:18](/[CH:39]=[CH:38]/[C:35]3[CH:34]=[CH:33][C:32]([C:31]([F:30])([F:43])[F:44])=[CH:37][CH:36]=3)[N:17]=2)=[N:13][C:12]=1[CH3:23])=[O:10])[C:2]1[CH:7]=[CH:6][CH:5]=[CH:4][CH:3]=1. (3) Given the reactants [Cl:1][C:2]1[C:18]([C:19]2([C:22]#[N:23])[CH2:21][CH2:20]2)=[CH:17][CH:16]=[CH:15][C:3]=1[C:4]([NH:6][C:7]1[CH:12]=[C:11]([OH:13])[CH:10]=[CH:9][C:8]=1[F:14])=[O:5].Cl[C:25]1[CH:30]=[CH:29][C:28]([N+:31]([O-:33])=[O:32])=[CH:27][N:26]=1.C(=O)([O-])[O-].[K+].[K+].O, predict the reaction product. The product is: [Cl:1][C:2]1[C:18]([C:19]2([C:22]#[N:23])[CH2:21][CH2:20]2)=[CH:17][CH:16]=[CH:15][C:3]=1[C:4]([NH:6][C:7]1[CH:12]=[C:11]([O:13][C:25]2[CH:30]=[CH:29][C:28]([N+:31]([O-:33])=[O:32])=[CH:27][N:26]=2)[CH:10]=[CH:9][C:8]=1[F:14])=[O:5]. (4) Given the reactants [Cl:1][C:2]1[CH:3]=[C:4]([C:12]2[S:16][C:15]([N:17]3[C:25]([CH3:26])=[C:20]4[CH2:21][NH:22][CH2:23][CH2:24][C:19]4=[N:18]3)=[N:14][N:13]=2)[CH:5]=[CH:6][C:7]=1[O:8][CH:9]([CH3:11])[CH3:10].[OH:27][C@H:28]([CH2:31]O)[CH:29]=[O:30].[C:33]([O:36][BH-](OC(=O)C)OC(=O)C)(=[O:35])C.[Na+], predict the reaction product. The product is: [CH:33]([OH:36])=[O:35].[Cl:1][C:2]1[CH:3]=[C:4]([C:12]2[S:16][C:15]([N:17]3[C:25]([CH3:26])=[C:20]4[CH2:21][N:22]([CH2:31][C@H:28]([OH:27])[CH2:29][OH:30])[CH2:23][CH2:24][C:19]4=[N:18]3)=[N:14][N:13]=2)[CH:5]=[CH:6][C:7]=1[O:8][CH:9]([CH3:11])[CH3:10].